From a dataset of Forward reaction prediction with 1.9M reactions from USPTO patents (1976-2016). Predict the product of the given reaction. Given the reactants [NH:1]([C:3]1[N:8]([CH2:9][CH:10]([CH3:12])[CH3:11])[C:7](=[O:13])[N:6]([CH3:14])[C:5](=[O:15])[CH:4]=1)[NH2:2].[S:16]1[C:20]2[CH:21]=[CH:22][CH:23]=[CH:24][C:19]=2[C:18]([CH:25]=O)=[CH:17]1.[CH:27]([C:29]1[N:33]([CH3:34])[CH:32]=[C:31]([C:35]([OH:37])=[O:36])[CH:30]=1)=O, predict the reaction product. The product is: [S:16]1[C:20]2[CH:21]=[CH:22][CH:23]=[CH:24][C:19]=2[C:18]([CH2:25][N:2]2[C:27]([C:29]3[N:33]([CH3:34])[CH:32]=[C:31]([C:35]([OH:37])=[O:36])[CH:30]=3)=[C:4]3[C:3]([N:8]([CH2:9][CH:10]([CH3:11])[CH3:12])[C:7](=[O:13])[N:6]([CH3:14])[C:5]3=[O:15])=[N:1]2)=[CH:17]1.